The task is: Binary Classification. Given a miRNA mature sequence and a target amino acid sequence, predict their likelihood of interaction.. This data is from Experimentally validated miRNA-target interactions with 360,000+ pairs, plus equal number of negative samples. (1) The miRNA is hsa-miR-5088-3p with sequence UCCCUUCUUCCUGGGCCCUCA. The protein sequence of the target gene is MSDTRRRVKVYTLNEDRQWDDRGTGHVSSTYVEELKGMSLLVRAESDGSLLLESKINPNTAYQKQQDTLIVWSEAENYDLALSFQEKAGCDEIWEKICQVQGKDPSVEVTQDLIDESEEERFEEMPETSHLIDLPTCELNKLEEIADLVTSVLSSPIRREKLALALENEGYIKKLLQLFQACENLENTEGLHHLYEIIRGILFLNKATLFEVMFSDECIMDVVGCLEYDPALAQPKRHREFLTKTAKFKEVIPITDSELRQKIHQTYRVQYIQDIILPTPSVFEENFLSTLTSFIFFNKV.... Result: 0 (no interaction). (2) The miRNA is hsa-miR-382-5p with sequence GAAGUUGUUCGUGGUGGAUUCG. The protein sequence of the target gene is MTLDRPGEGATMLKTFTVLLFCIRMSLGMTSIVMDPQPELWIESNYPQAPWENITLWCRSPSRISSKFLLLKDKTQMTWIRPSHKTFQVSFLIGALTESNAGLYRCCYWKETGWSKPSKVLELEAPGQLPKPIFWIQAETPALPGCNVNILCHGWLQDLVFMLFKEGYAEPVDYQVPTGTMAIFSIDNLTPEDEGVYICRTHIQMLPTLWSEPSNPLKLVVAGLYPKPTLTAHPGPIMAPGESLNLRCQGPIYGMTFALMRVEDLEKSFYHKKTIKNEANFFFQSLKIQDTGHYLCFYYD.... Result: 0 (no interaction). (3) The miRNA is hsa-miR-4999-3p with sequence UCACUACCUGACAAUACAGU. The protein sequence of the target gene is MATPAGLERWVQDELHSVLGLSERHVAQFLIGTAQRCTSAEEFVQRLRDTDTLDLSGPARDFALRLWNKVPRKAVVEKPARAAEREARALLEKNRSYRLLEDSEESSEETVSRAGSSLQKKRKKRKHLRKKREEEEEEEASEKGKKKTGGSKQQTEKPESEDEWERTERERLQDLEERDAFAERVRQRDKDRTRNVLERSDKKAYEEAQKRLKMAEEDRKAMVPELRKKSRREYLAKREREKLEDLEAELADEEFLFGDVELSRHERQELKYKRRVRDLAREYRAAGEQEKLEATNRYHM.... Result: 0 (no interaction).